This data is from Full USPTO retrosynthesis dataset with 1.9M reactions from patents (1976-2016). The task is: Predict the reactants needed to synthesize the given product. (1) Given the product [NH2:1][C:2]1[S:3][C:4]2[C:9]([NH:10][C@H:11]([CH3:14])[CH2:12][OH:13])=[N:8][C:7]([S:15][C:19]3[N:20]=[N:21][S:22][C:18]=3[Cl:17])=[N:6][C:5]=2[N:16]=1, predict the reactants needed to synthesize it. The reactants are: [NH2:1][C:2]1[S:3][C:4]2[C:9]([NH:10][C@H:11]([CH3:14])[CH2:12][OH:13])=[N:8][C:7]([SH:15])=[N:6][C:5]=2[N:16]=1.[Cl:17][C:18]1[S:22][N:21]=[N:20][C:19]=1CCl. (2) Given the product [CH3:1][O:2][C:3]1[CH:4]=[C:5]2[C:10](=[CH:11][C:12]=1[O:13][CH3:14])[N:9]=[CH:8][CH:7]=[C:6]2[O:15][C:16]1[CH:22]=[CH:21][C:19]([NH:20][C:38](=[O:40])[O:52][CH:51]([C:53]2[CH:58]=[CH:57][CH:56]=[CH:55][CH:54]=2)[CH:50]([CH3:59])[CH3:49])=[CH:18][CH:17]=1, predict the reactants needed to synthesize it. The reactants are: [CH3:1][O:2][C:3]1[CH:4]=[C:5]2[C:10](=[CH:11][C:12]=1[O:13][CH3:14])[N:9]=[CH:8][CH:7]=[C:6]2[O:15][C:16]1[CH:22]=[CH:21][C:19]([NH2:20])=[CH:18][CH:17]=1.C1(C)C=CC=CC=1.C(N(CC)CC)C.Cl[C:38](Cl)([O:40]C(=O)OC(Cl)(Cl)Cl)Cl.[CH3:49][CH:50]([CH3:59])[CH:51]([C:53]1[CH:58]=[CH:57][CH:56]=[CH:55][CH:54]=1)[OH:52].